The task is: Binary Classification. Given a miRNA mature sequence and a target amino acid sequence, predict their likelihood of interaction.. This data is from Experimentally validated miRNA-target interactions with 360,000+ pairs, plus equal number of negative samples. The miRNA is hsa-miR-367-5p with sequence ACUGUUGCUAAUAUGCAACUCU. The protein sequence of the target gene is MEAVKTFNSELYSLNDYKPPISKAKMTQITKAAIKAIKFYKHVVQSVEKFIQKCKPEYKVPGLYVIDSIVRQSRHQFGQEKDVFAPRFSNNIISTFQNLYRCPGDDKSKIVRVLNLWQKNNVFKSEIIQPLLDMAAGIPPPVVTPVLASTTTAMSNTPGTPVTPVTPANVVQGLPDPWVSQITNTDTLAAVAQILQSPQGQQLQQLIQTLQIQQQKPQPSILQALDAGLVVQLQALTAQLTAAAAAANTLTPLEQGVSFNKKLMDRFDFGEDSEHSEEPKKEIPASQLSHVSESVNNSIF.... Result: 0 (no interaction).